Dataset: Forward reaction prediction with 1.9M reactions from USPTO patents (1976-2016). Task: Predict the product of the given reaction. (1) Given the reactants [C:1]([O:5][CH3:6])(=[O:4])[CH:2]=[CH2:3].I[C:8]1[C:13]2[N:14]([C:17]3[CH:22]=[CH:21][CH:20]=[CH:19][CH:18]=3)[CH:15]=[N:16][C:12]=2[CH:11]=[C:10]([C:23]([F:26])([F:25])[F:24])[CH:9]=1.C(N(CC)CC)C.C1(C)C=CC=CC=1P(C1C=CC=CC=1C)C1C=CC=CC=1C, predict the reaction product. The product is: [CH3:6][O:5][C:1](=[O:4])[CH:2]=[CH:3][C:8]1[C:13]2[N:14]([C:17]3[CH:22]=[CH:21][CH:20]=[CH:19][CH:18]=3)[CH:15]=[N:16][C:12]=2[CH:11]=[C:10]([C:23]([F:25])([F:26])[F:24])[CH:9]=1. (2) The product is: [C:8]([C:7]1[C:2]([CH:28]2[CH2:30][CH2:29]2)=[C:3]([C@H:11]2[O:16][CH2:15][C@@H:14]3[CH2:17][N:18]([C:21]([O:23][C:24]([CH3:27])([CH3:26])[CH3:25])=[O:22])[CH2:19][CH2:20][N:13]3[CH2:12]2)[CH:4]=[CH:5][C:6]=1[F:10])#[N:9]. Given the reactants Cl[C:2]1[C:7]([C:8]#[N:9])=[C:6]([F:10])[CH:5]=[CH:4][C:3]=1[C@H:11]1[O:16][CH2:15][C@@H:14]2[CH2:17][N:18]([C:21]([O:23][C:24]([CH3:27])([CH3:26])[CH3:25])=[O:22])[CH2:19][CH2:20][N:13]2[CH2:12]1.[CH:28]1([B-](F)(F)F)[CH2:30][CH2:29]1.[K+].CC(C1C=C(C(C)C)C(C2C=CC=CC=2P(C2CCCCC2)C2CCCCC2)=C(C(C)C)C=1)C.C(=O)([O-])[O-].[K+].[K+].COC1CCCC1, predict the reaction product. (3) Given the reactants [N:1]1[CH:6]=[CH:5][CH:4]=[CH:3][C:2]=1[NH2:7].[CH3:8][C:9]([O:12][C:13](O[C:13]([O:12][C:9]([CH3:11])([CH3:10])[CH3:8])=[O:14])=[O:14])([CH3:11])[CH3:10], predict the reaction product. The product is: [N:1]1[CH:6]=[CH:5][CH:4]=[CH:3][C:2]=1[NH:7][C:13](=[O:14])[O:12][C:9]([CH3:11])([CH3:10])[CH3:8]. (4) Given the reactants [CH3:1][O:2][C:3](=[O:31])[CH:4]([C:9]1[CH:14]=[C:13]([O:15][S:16]([C:19]([F:22])([F:21])[F:20])(=[O:18])=[O:17])[CH:12]=[C:11](OCC2C=CC=CC=2)[CH:10]=1)[CH2:5][C:6]([CH3:8])=[CH2:7].[F:32][C:33]1[CH:34]=[C:35](B(O)O)[CH:36]=[C:37]([C:39]([F:42])([F:41])[F:40])[CH:38]=1, predict the reaction product. The product is: [CH3:1][O:2][C:3](=[O:31])[CH:4]([C:9]1[CH:10]=[C:11]([C:35]2[CH:36]=[C:37]([C:39]([F:42])([F:41])[F:40])[CH:38]=[C:33]([F:32])[CH:34]=2)[CH:12]=[C:13]([O:15][S:16]([C:19]([F:22])([F:21])[F:20])(=[O:17])=[O:18])[CH:14]=1)[CH2:5][CH:6]([CH3:8])[CH3:7]. (5) Given the reactants [F:1][C:2]1[CH:9]=[CH:8][C:7]([OH:10])=[CH:6][C:3]=1[CH2:4][OH:5].[F:11][C:12]([F:22])([F:21])[C:13]1[CH:14]=[C:15]([CH:18]=[CH:19][CH:20]=1)[CH2:16]Br.Cl[C:24]([N:26]1[C@H:31]([CH3:32])[CH2:30][N:29](C(OC(C)(C)C)=O)[CH2:28][C@@H:27]1[CH3:40])=[O:25], predict the reaction product. The product is: [CH3:40][C@H:27]1[CH2:28][NH:29][CH2:30][C@@H:31]([CH3:32])[N:26]1[C:24]([O:5][CH2:4][C:3]1[CH:6]=[C:7]([O:10][CH2:16][C:15]2[CH:18]=[CH:19][CH:20]=[C:13]([C:12]([F:22])([F:21])[F:11])[CH:14]=2)[CH:8]=[CH:9][C:2]=1[F:1])=[O:25]. (6) Given the reactants [NH2:1][C:2]1[CH:7]=[C:6]([CH2:8][S:9][C:10]2[C:15]([C:16]([NH:18][C:19]3[CH:24]=[C:23]([CH3:25])[CH:22]=[C:21]([CH3:26])[CH:20]=3)=[O:17])=[CH:14][CH:13]=[CH:12][N:11]=2)[CH:5]=[CH:4][N:3]=1.[H-].[Na+].[C:29]([O:33][C:34](=[O:37])[CH2:35]Br)([CH3:32])([CH3:31])[CH3:30], predict the reaction product. The product is: [NH2:1][C:2]1[CH:7]=[C:6]([CH2:8][S:9][C:10]2[C:15]([C:16]([N:18]([CH2:35][C:34]([O:33][C:29]([CH3:32])([CH3:31])[CH3:30])=[O:37])[C:19]3[CH:24]=[C:23]([CH3:25])[CH:22]=[C:21]([CH3:26])[CH:20]=3)=[O:17])=[CH:14][CH:13]=[CH:12][N:11]=2)[CH:5]=[CH:4][N:3]=1. (7) Given the reactants [CH:1]1([NH:5][C:6]([C@@H:8]2[CH2:12][CH2:11][CH2:10][N:9]2[C:13](=[O:35])[CH2:14][O:15][C:16]2[N:20]([C:21]3[CH:26]=[CH:25][CH:24]=[CH:23][CH:22]=3)[N:19]=[C:18]([C:27]([NH:29][C@@H:30]([CH3:34])[C:31](O)=[O:32])=[O:28])[CH:17]=2)=[O:7])[CH2:4][CH2:3][CH2:2]1.CCN(C(C)C)C(C)C.CN(C(ON1N=NC2C=CC=NC1=2)=[N+](C)C)C.F[P-](F)(F)(F)(F)F.[CH2:69]([O:71][C:72]([N:74]1[CH2:79][CH2:78][NH:77][CH2:76][CH2:75]1)=[O:73])[CH3:70], predict the reaction product. The product is: [CH2:69]([O:71][C:72]([N:74]1[CH2:75][CH2:76][N:77]([C:31](=[O:32])[C@@H:30]([NH:29][C:27]([C:18]2[CH:17]=[C:16]([O:15][CH2:14][C:13]([N:9]3[CH2:10][CH2:11][CH2:12][C@H:8]3[C:6](=[O:7])[NH:5][CH:1]3[CH2:2][CH2:3][CH2:4]3)=[O:35])[N:20]([C:21]3[CH:22]=[CH:23][CH:24]=[CH:25][CH:26]=3)[N:19]=2)=[O:28])[CH3:34])[CH2:78][CH2:79]1)=[O:73])[CH3:70].